From a dataset of Catalyst prediction with 721,799 reactions and 888 catalyst types from USPTO. Predict which catalyst facilitates the given reaction. (1) Reactant: [CH3:1][CH:2]1[CH2:7][C:6](=[O:8])[CH2:5][C:4](=[O:9])[CH2:3]1.C(N(CC)CC)C.[CH:17]([O:20][C:21]1[CH:29]=[CH:28][CH:27]=[CH:26][C:22]=1C(Cl)=O)([CH3:19])[CH3:18].FC1CC(C)C[C:33](=[O:38])C=1C(=O)C1C=CC(OCCC)=CC=1. Product: [CH3:1][CH:2]1[CH2:7][C:6](=[O:8])[CH:5]([C:33](=[O:38])[C:27]2[CH:26]=[CH:22][C:21]([O:20][CH:17]([CH3:18])[CH3:19])=[CH:29][CH:28]=2)[C:4](=[O:9])[CH2:3]1. The catalyst class is: 10. (2) Reactant: [Br:1][C:2]1[CH:17]=[CH:16][C:5]([NH:6][C:7]2[CH:12]=[CH:11][C:10]([O:13][CH2:14][CH3:15])=[CH:9][CH:8]=2)=[C:4]([N+:18]([O-])=O)[CH:3]=1.O.O.[Sn](Cl)(Cl)(Cl)Cl.C(=O)(O)[O-].[Na+]. Product: [Br:1][C:2]1[CH:3]=[C:4]([NH2:18])[C:5]([NH:6][C:7]2[CH:8]=[CH:9][C:10]([O:13][CH2:14][CH3:15])=[CH:11][CH:12]=2)=[CH:16][CH:17]=1. The catalyst class is: 13. (3) Reactant: [Cr](O[Cr]([O-])(=O)=O)([O-])(=O)=O.[NH+]1C=CC=CC=1.[NH+]1C=CC=CC=1.[Si:22]([O:29][CH:30]1[CH2:39][CH2:38][CH2:37][CH2:36][CH:35](O)[CH2:34][CH2:33][CH2:32][CH2:31]1)([C:25](C)(C)C)([CH3:24])C.[CH2:41](OC1C=[CH:47][C:42]([CH:41]=C(Br)Br)=[CH:43]C=1)[C:42]1[CH:47]=CC=C[CH:43]=1.CC[O:61]CC. Product: [C:42]([CH:36]1[CH2:35][CH2:34][CH2:33][CH2:32][C:31](=[O:61])[CH:30]([O:29][SiH:22]([CH3:24])[CH3:25])[CH2:39][CH2:38][CH2:37]1)([CH3:47])([CH3:43])[CH3:41]. The catalyst class is: 4. (4) Reactant: N1CCCC([CH2:7][N:8]2[C:16]3[C:11](=[CH:12][C:13]([C:17]4[CH:18]=[N:19][N:20]([CH:22]5[CH2:27][CH2:26][CH2:25][CH2:24][O:23]5)[CH:21]=4)=[CH:14][CH:15]=3)[CH:10]=[CH:9]2)C1.C([N:30]([CH2:33][CH3:34])[CH2:31][CH3:32])C.[C:35](Cl)(=[O:42])[C:36]1[CH:41]=[CH:40][CH:39]=[CH:38][CH:37]=1.CO.Cl[CH2:47]Cl. Product: [C:36]1([C:35]([N:30]2[CH2:31][CH2:32][CH:47]([CH2:7][N:8]3[C:16]4[C:11](=[CH:12][C:13]([C:17]5[CH:18]=[N:19][N:20]([CH:22]6[CH2:27][CH2:26][CH2:25][CH2:24][O:23]6)[CH:21]=5)=[CH:14][CH:15]=4)[CH:10]=[CH:9]3)[CH2:34][CH2:33]2)=[O:42])[CH:41]=[CH:40][CH:39]=[CH:38][CH:37]=1. The catalyst class is: 4. (5) Reactant: [CH3:1][C:2]([C:34]1[CH:39]=[CH:38][CH:37]=[CH:36][CH:35]=1)([CH3:33])[CH2:3][N:4]([CH2:12][CH2:13][CH2:14][S:15][CH2:16][CH2:17][NH:18][CH2:19][C@H:20]([OH:32])[C:21]1[C:29]2[S:28][C:27](=[O:30])[NH:26][C:25]=2[C:24]([OH:31])=[CH:23][CH:22]=1)C(=O)OC(C)(C)C.[ClH:40]. Product: [ClH:40].[ClH:40].[CH3:33][C:2]([C:34]1[CH:35]=[CH:36][CH:37]=[CH:38][CH:39]=1)([CH3:1])[CH2:3][NH:4][CH2:12][CH2:13][CH2:14][S:15][CH2:16][CH2:17][NH:18][CH2:19][C@@H:20]([C:21]1[C:29]2[S:28][C:27](=[O:30])[NH:26][C:25]=2[C:24]([OH:31])=[CH:23][CH:22]=1)[OH:32]. The catalyst class is: 12.